This data is from Reaction yield outcomes from USPTO patents with 853,638 reactions. The task is: Predict the reaction yield, written as a fraction of the theoretical maximum amount of product (1.0 means a 100% yield; for example, 0.34 means a 34% yield). (1) The reactants are [CH3:1][C:2]1[CH:7]=[CH:6][C:5]([C:8](=[O:17])[CH2:9][S:10][CH2:11][C:12]([O:14][CH2:15][CH3:16])=[O:13])=[CH:4][CH:3]=1.[CH3:18][C:19]([CH3:24])([CH2:22]O)[CH2:20][OH:21].C1(C)C=CC(S(O)(=O)=O)=CC=1. The catalyst is C1C=CC=CC=1. The product is [CH3:18][C:19]1([CH3:24])[CH2:20][O:21][C:8]([CH2:9][S:10][CH2:11][C:12]([O:14][CH2:15][CH3:16])=[O:13])([C:5]2[CH:6]=[CH:7][C:2]([CH3:1])=[CH:3][CH:4]=2)[O:17][CH2:22]1. The yield is 0.610. (2) The reactants are [CH3:1][N:2]1[CH2:7][CH2:6][CH:5]([CH2:8][CH2:9][CH2:10][CH2:11][N:12]2C(=O)C3C(=CC=CC=3)C2=O)[CH2:4][CH2:3]1.O.NN. The catalyst is CCO. The product is [CH3:1][N:2]1[CH2:7][CH2:6][CH:5]([CH2:8][CH2:9][CH2:10][CH2:11][NH2:12])[CH2:4][CH2:3]1. The yield is 0.900. (3) The reactants are Cl[C:2]1[N:7]2[N:8]=[CH:9][C:10]([C:11]([O:13][CH2:14][CH3:15])=[O:12])=[C:6]2[N:5]=[C:4]([C:16]2[CH:21]=[CH:20][C:19]([CH2:22][CH3:23])=[CH:18][CH:17]=2)[CH:3]=1.[Br-].[CH:25]([Zn+])([CH3:27])[CH3:26]. The catalyst is O1CCCC1.C1C=CC([P]([Pd]([P](C2C=CC=CC=2)(C2C=CC=CC=2)C2C=CC=CC=2)([P](C2C=CC=CC=2)(C2C=CC=CC=2)C2C=CC=CC=2)[P](C2C=CC=CC=2)(C2C=CC=CC=2)C2C=CC=CC=2)(C2C=CC=CC=2)C2C=CC=CC=2)=CC=1. The product is [CH2:22]([C:19]1[CH:20]=[CH:21][C:16]([C:4]2[CH:3]=[C:2]([CH:25]([CH3:27])[CH3:26])[N:7]3[N:8]=[CH:9][C:10]([C:11]([O:13][CH2:14][CH3:15])=[O:12])=[C:6]3[N:5]=2)=[CH:17][CH:18]=1)[CH3:23]. The yield is 0.870. (4) The reactants are [NH2:1][C:2]1[CH:7]=[C:6]([O:8][C:9]2[C:14]([F:15])=[CH:13][C:12]([NH:16][C:17]([C:19]3([C:22]([NH:24][C:25]4[CH:30]=[CH:29][C:28]([F:31])=[CH:27][CH:26]=4)=[O:23])[CH2:21][CH2:20]3)=[O:18])=[C:11]([F:32])[CH:10]=2)[N:5]=[CH:4][N:3]=1.[CH2:33]([N:35]([CH2:38][CH3:39])[CH2:36]C)C.Cl[C:41](OC1C=CC=CC=1)=[O:42].[O:50]1CCCC1. No catalyst specified. The product is [F:32][C:11]1[CH:10]=[C:9]([O:8][C:6]2[N:5]=[CH:4][N:3]=[C:2]([NH:1][C:36]([N:35]3[CH2:33][CH:39]([CH2:41][OH:42])[CH2:38]3)=[O:50])[CH:7]=2)[C:14]([F:15])=[CH:13][C:12]=1[NH:16][C:17]([C:19]1([C:22]([NH:24][C:25]2[CH:26]=[CH:27][C:28]([F:31])=[CH:29][CH:30]=2)=[O:23])[CH2:20][CH2:21]1)=[O:18]. The yield is 0.120. (5) The reactants are [CH2:1]([C:5]1[CH:10]=[CH:9][C:8]([C:11]([CH3:40])([CH2:15][CH2:16][CH2:17][CH2:18][C:19](=[O:39])[CH2:20][CH2:21][CH2:22][CH2:23][C:24]([C:29]2[CH:34]=[CH:33][C:32]([CH2:35]C(C)C)=[CH:31][CH:30]=2)([CH3:28])[C:25]([OH:27])=[O:26])[C:12]([OH:14])=[O:13])=[CH:7][CH:6]=1)C(C)C.C(OC(=O)C(C)(C1C=CC(C)=CC=1)CCCCC(=O)CCCCC(C)(C1C=CC(C)=CC=1)C(OCC)=O)C.[OH-].[K+]. The catalyst is O.C(O)C. The product is [CH3:28][C:24]([C:29]1[CH:34]=[CH:33][C:32]([CH3:35])=[CH:31][CH:30]=1)([CH2:23][CH2:22][CH2:21][CH2:20][C:19](=[O:39])[CH2:18][CH2:17][CH2:16][CH2:15][C:11]([CH3:40])([C:8]1[CH:7]=[CH:6][C:5]([CH3:1])=[CH:10][CH:9]=1)[C:12]([OH:14])=[O:13])[C:25]([OH:27])=[O:26]. The yield is 0.390. (6) The yield is 0.340. The product is [Cl:32][C:13]1[CH:12]=[C:11]([CH:16]=[C:15]([F:17])[C:14]=1[NH:18][CH:19]1[CH2:24][CH2:23][NH:22][CH2:21][CH2:20]1)[C:9]([NH2:8])=[O:10]. The reactants are Cl.O1CCOCC1.[NH2:8][C:9]([C:11]1[CH:16]=[C:15]([F:17])[C:14]([NH:18][CH:19]2[CH2:24][CH2:23][N:22](C(OC(C)(C)C)=O)[CH2:21][CH2:20]2)=[C:13]([Cl:32])[CH:12]=1)=[O:10]. No catalyst specified. (7) The reactants are [Br:1][C:2]1[C:3]([CH3:9])=[CH:4][C:5](Cl)=[N:6][CH:7]=1.O.[NH2:11][NH2:12]. The catalyst is CCO. The product is [Br:1][C:2]1[C:3]([CH3:9])=[CH:4][C:5]([NH:11][NH2:12])=[N:6][CH:7]=1. The yield is 0.530.